From a dataset of Forward reaction prediction with 1.9M reactions from USPTO patents (1976-2016). Predict the product of the given reaction. (1) Given the reactants I[C:2]1[NH:3][C:4]2[C:5]([O:17][CH2:18][CH2:19][CH3:20])=[CH:6][C:7]3[CH:16]=[CH:15][CH:14]=[CH:13][C:8]=3[C:9]=2[C:10](=[O:12])[CH:11]=1.[C:21](=O)([O-])[O-].[Na+].[Na+].O.[CH2:28]([CH2:31][O:32][CH3:33])OC, predict the reaction product. The product is: [O:32]1[CH:31]=[CH:28][C:21]([C:11]2[C:10](=[O:12])[C:9]3[C:8]4[CH:13]=[CH:14][CH:15]=[CH:16][C:7]=4[CH:6]=[C:5]([O:17][CH2:18][CH2:19][CH3:20])[C:4]=3[NH:3][CH:2]=2)=[CH:33]1. (2) Given the reactants [CH:1]([C:3]1[N:4]=[CH:5][C:6]([NH:9][C:10](=[O:27])[CH:11]([NH:15][C:16](=[O:26])[CH2:17][C:18]2[CH:23]=[C:22]([F:24])[CH:21]=[C:20]([F:25])[CH:19]=2)[CH2:12][CH2:13][CH3:14])=[N:7][CH:8]=1)=[O:2].[Cl:28][C:29]1[CH:34]=[CH:33][C:32]([Mg]Br)=[CH:31][CH:30]=1, predict the reaction product. The product is: [Cl:28][C:29]1[CH:34]=[CH:33][C:32]([CH:1]([OH:2])[C:3]2[N:4]=[CH:5][C:6]([NH:9][C:10](=[O:27])[CH:11]([NH:15][C:16](=[O:26])[CH2:17][C:18]3[CH:19]=[C:20]([F:25])[CH:21]=[C:22]([F:24])[CH:23]=3)[CH2:12][CH2:13][CH3:14])=[N:7][CH:8]=2)=[CH:31][CH:30]=1. (3) Given the reactants [F:1][C:2]1[CH:3]=[C:4]2[C:10](N)=[N:9][NH:8][C:5]2=[N:6][CH:7]=1.N(OC(C)(C)C)=O.C(Br)(Br)[Br:20], predict the reaction product. The product is: [Br:20][C:10]1[C:4]2[C:5](=[N:6][CH:7]=[C:2]([F:1])[CH:3]=2)[NH:8][N:9]=1.